Dataset: Catalyst prediction with 721,799 reactions and 888 catalyst types from USPTO. Task: Predict which catalyst facilitates the given reaction. (1) Reactant: Cl[C:2]1[N:7]=[C:6]([C:8]2[CH:13]=[CH:12][CH:11]=[CH:10][CH:9]=2)[CH:5]=[CH:4][N:3]=1.[CH3:14][NH2:15]. Product: [CH3:14][NH:15][C:2]1[N:7]=[C:6]([C:8]2[CH:13]=[CH:12][CH:11]=[CH:10][CH:9]=2)[CH:5]=[CH:4][N:3]=1. The catalyst class is: 8. (2) Reactant: CS[CH2:3][O:4][C:5]1[CH:12]=[CH:11][C:8]([C:9]#[N:10])=[CH:7][CH:6]=1.S(Cl)([Cl:16])(=O)=O. Product: [Cl:16][CH2:3][O:4][C:5]1[CH:12]=[CH:11][C:8]([C:9]#[N:10])=[CH:7][CH:6]=1. The catalyst class is: 4. (3) Reactant: C1N=CN([C:6](N2C=NC=C2)=[O:7])C=1.[NH2:13][C:14]1[N:18]([C:19]2[CH:20]=[C:21]([P:25](=[O:28])([CH3:27])[CH3:26])[CH:22]=[CH:23][CH:24]=2)[N:17]=[C:16]([C:29]([CH3:32])([CH3:31])[CH3:30])[CH:15]=1.[NH2:33][C:34]1[C:43]2[C:38](=[CH:39][CH:40]=[CH:41][CH:42]=2)[C:37]([O:44][C:45]2[CH:50]=[CH:49][N:48]=[C:47]([NH:51][C:52]3[CH:57]=[CH:56][CH:55]=[CH:54][CH:53]=3)[N:46]=2)=[CH:36][CH:35]=1. Product: [C:29]([C:16]1[CH:15]=[C:14]([NH:13][C:6]([NH:33][C:34]2[C:43]3[C:38](=[CH:39][CH:40]=[CH:41][CH:42]=3)[C:37]([O:44][C:45]3[CH:50]=[CH:49][N:48]=[C:47]([NH:51][C:52]4[CH:53]=[CH:54][CH:55]=[CH:56][CH:57]=4)[N:46]=3)=[CH:36][CH:35]=2)=[O:7])[N:18]([C:19]2[CH:24]=[CH:23][CH:22]=[C:21]([P:25]([CH3:26])([CH3:27])=[O:28])[CH:20]=2)[N:17]=1)([CH3:32])([CH3:31])[CH3:30]. The catalyst class is: 168. (4) Product: [Br:1][C:2]1[CH:7]=[CH:6][C:5]([CH:8]2[CH2:13][CH2:12][N:11]([CH3:20])[CH2:10][CH2:9]2)=[CH:4][C:3]=1[C:14]([F:17])([F:15])[F:16]. The catalyst class is: 61. Reactant: [Br:1][C:2]1[CH:7]=[CH:6][C:5]([CH:8]2[CH2:13][CH2:12][NH:11][CH2:10][CH2:9]2)=[CH:4][C:3]=1[C:14]([F:17])([F:16])[F:15].C=O.[C:20](O[BH-](OC(=O)C)OC(=O)C)(=O)C.[Na+]. (5) Reactant: [Cl:1][C:2]1[CH:3]=[C:4]([CH:9]=[CH:10][C:11]=1[C:12]1[N:17]=[C:16]2[O:18][C:19]([CH3:30])([CH3:29])[CH2:20][CH:21]([NH:22][C:23](=[O:28])[C:24]([CH3:27])([CH3:26])[CH3:25])[C:15]2=[CH:14][C:13]=1[C:31]1[CH:36]=[CH:35][C:34]([Cl:37])=[CH:33][CH:32]=1)[C:5](OC)=[O:6].O.[NH2:39][NH2:40]. Product: [Cl:1][C:2]1[CH:3]=[C:4]([C:5]([NH:39][NH2:40])=[O:6])[CH:9]=[CH:10][C:11]=1[C:12]1[N:17]=[C:16]2[O:18][C:19]([CH3:30])([CH3:29])[CH2:20][CH:21]([NH:22][C:23](=[O:28])[C:24]([CH3:27])([CH3:26])[CH3:25])[C:15]2=[CH:14][C:13]=1[C:31]1[CH:36]=[CH:35][C:34]([Cl:37])=[CH:33][CH:32]=1. The catalyst class is: 5. (6) Reactant: [NH2:1][C:2]1[CH:23]=[CH:22][C:5]([O:6][C:7]2[CH:8]=[CH:9][C:10]3[N:11]([CH:13]=[C:14]([NH:16][C:17]([CH:19]4[CH2:21][CH2:20]4)=[O:18])[N:15]=3)[CH:12]=2)=[C:4](F)[CH:3]=1.[F:25][C:26]1[CH:31]=[C:30]([F:32])[CH:29]=[CH:28][C:27]=1[N:33]1[C:38]([CH3:39])=[CH:37][CH:36]=[C:35]([C:40](O)=[O:41])[C:34]1=[O:43].CN(C(ON1N=NC2C=CC=NC1=2)=[N+](C)C)C.[F:61][P-](F)(F)(F)(F)F.C(N(CC)C(C)C)(C)C.C(=O)([O-])O.[Na+]. Product: [CH:19]1([C:17]([NH:16][C:14]2[N:15]=[C:10]3[CH:9]=[CH:8][C:7]([O:6][C:5]4[CH:22]=[CH:23][C:2]([NH:1][C:40]([C:35]5[C:34](=[O:43])[N:33]([C:27]6[CH:28]=[CH:29][C:30]([F:32])=[CH:31][C:26]=6[F:25])[C:38]([CH3:39])=[CH:37][CH:36]=5)=[O:41])=[C:3]([F:61])[CH:4]=4)=[CH:12][N:11]3[CH:13]=2)=[O:18])[CH2:21][CH2:20]1. The catalyst class is: 80. (7) Reactant: [OH-].[K+].[F:3][C:4]1[CH:24]=[CH:23][C:7]2[C:8]3[C:9](=[O:22])[C:10]([C:17]([O:19]CC)=[O:18])=[CH:11][N:12]([CH3:16])[C:13]=3[CH:14]=[N:15][C:6]=2[C:5]=1[N:25]1[CH2:30][CH2:29][C:28]([OH:41])([C:31]2[CH:36]=[CH:35][CH:34]=[C:33]([C:37]([F:40])([F:39])[F:38])[CH:32]=2)[CH2:27][CH2:26]1. Product: [F:3][C:4]1[CH:24]=[CH:23][C:7]2[C:8]3[C:9](=[O:22])[C:10]([C:17]([OH:19])=[O:18])=[CH:11][N:12]([CH3:16])[C:13]=3[CH:14]=[N:15][C:6]=2[C:5]=1[N:25]1[CH2:30][CH2:29][C:28]([OH:41])([C:31]2[CH:36]=[CH:35][CH:34]=[C:33]([C:37]([F:38])([F:39])[F:40])[CH:32]=2)[CH2:27][CH2:26]1. The catalyst class is: 40. (8) Reactant: Cl.[NH2:2][C@H:3]1[CH2:10][CH2:9][CH2:8][NH:7][C:5](=[O:6])[CH2:4]1.C([O-])([O-])=O.[Na+].[Na+].[CH2:17]([S:31](Cl)(=[O:33])=[O:32])[CH2:18][CH2:19][CH2:20][CH2:21][CH2:22][CH2:23][CH2:24][CH2:25][CH2:26][CH2:27][CH2:28][CH2:29][CH3:30]. Product: [CH2:17]([S:31]([NH:2][C@H:3]1[CH2:10][CH2:9][CH2:8][NH:7][C:5](=[O:6])[CH2:4]1)(=[O:33])=[O:32])[CH2:18][CH2:19][CH2:20][CH2:21][CH2:22][CH2:23][CH2:24][CH2:25][CH2:26][CH2:27][CH2:28][CH2:29][CH3:30]. The catalyst class is: 229.